Predict the reactants needed to synthesize the given product. From a dataset of Full USPTO retrosynthesis dataset with 1.9M reactions from patents (1976-2016). (1) Given the product [Br-:1].[S:10]1[CH:14]=[C:13]([CH:15]([NH:27][C:28]2[CH:33]=[CH:32][CH:31]=[CH:30][CH:29]=2)[C:16]([O:18][C@@H:19]2[CH:24]3[CH2:25][CH2:26][N+:21]([CH2:2][C:3](=[O:4])[C:5]4[S:6][CH:7]=[CH:8][N:9]=4)([CH2:22][CH2:23]3)[CH2:20]2)=[O:17])[C:12]2[CH:34]=[CH:35][CH:36]=[CH:37][C:11]1=2, predict the reactants needed to synthesize it. The reactants are: [Br:1][CH2:2][C:3]([C:5]1[S:6][CH:7]=[CH:8][N:9]=1)=[O:4].[S:10]1[CH:14]=[C:13]([CH:15]([NH:27][C:28]2[CH:33]=[CH:32][CH:31]=[CH:30][CH:29]=2)[C:16]([O:18][C@@H:19]2[CH:24]3[CH2:25][CH2:26][N:21]([CH2:22][CH2:23]3)[CH2:20]2)=[O:17])[C:12]2[CH:34]=[CH:35][CH:36]=[CH:37][C:11]1=2. (2) Given the product [OH:1][C:2]1[CH:3]=[C:4]([C:8]2([CH2:14][C:15]([O:17][CH3:23])=[O:16])[CH2:13][CH2:12][CH2:11][CH2:10][CH2:9]2)[CH:5]=[CH:6][CH:7]=1, predict the reactants needed to synthesize it. The reactants are: [OH:1][C:2]1[CH:3]=[C:4]([C:8]2([CH2:14][C:15]([OH:17])=[O:16])[CH2:13][CH2:12][CH2:11][CH2:10][CH2:9]2)[CH:5]=[CH:6][CH:7]=1.S(=O)(=O)(O)O.[C:23](=O)(O)[O-].[Na+]. (3) Given the product [OH:44][C@H:43]([CH2:42][OH:41])[CH2:45][CH2:46][NH:47][C:35]([CH:16]1[CH:15]([C:11]2[CH:12]=[CH:13][CH:14]=[C:9]([Cl:8])[C:10]=2[F:38])[C:19]([C:28]#[N:29])([C:20]2[CH:25]=[CH:24][C:23]([Cl:26])=[CH:22][C:21]=2[Cl:27])[CH:18]([CH2:30][C:31]([CH3:34])([CH3:33])[CH3:32])[NH:17]1)=[O:36], predict the reactants needed to synthesize it. The reactants are: FC(F)(F)C(O)=O.[Cl:8][C:9]1[C:10]([F:38])=[C:11]([CH:15]2[C:19]([C:28]#[N:29])([C:20]3[CH:25]=[CH:24][C:23]([Cl:26])=[CH:22][C:21]=3[Cl:27])[CH:18]([CH2:30][C:31]([CH3:34])([CH3:33])[CH3:32])[NH:17][CH:16]2[C:35](O)=[O:36])[CH:12]=[CH:13][CH:14]=1.CC1(C)[O:44][C@@H:43]([CH2:45][CH2:46][NH2:47])[CH2:42][O:41]1.CN(C(ON1N=NC2C=CC=NC1=2)=[N+](C)C)C.F[P-](F)(F)(F)(F)F.CCN(C(C)C)C(C)C.Cl. (4) The reactants are: CC1C=CC(S(O[CH2:12][CH:13]2[CH2:17][C:16]3[CH:18]=[C:19]([CH3:30])[CH:20]=[C:21]([C:22]4[CH:27]=[CH:26][CH:25]=[CH:24][C:23]=4[O:28][CH3:29])[C:15]=3[O:14]2)(=O)=O)=CC=1.[CH3:31][NH2:32]. Given the product [CH3:29][O:28][C:23]1[CH:24]=[CH:25][CH:26]=[CH:27][C:22]=1[C:21]1[C:15]2[O:14][CH:13]([CH2:12][NH:32][CH3:31])[CH2:17][C:16]=2[CH:18]=[C:19]([CH3:30])[CH:20]=1, predict the reactants needed to synthesize it.